Dataset: Full USPTO retrosynthesis dataset with 1.9M reactions from patents (1976-2016). Task: Predict the reactants needed to synthesize the given product. (1) Given the product [C:11]1([NH:10][C:7](=[O:8])[CH2:6][CH2:5][CH2:4][CH2:3][CH2:2][Br:1])[CH:16]=[CH:15][CH:14]=[CH:13][CH:12]=1, predict the reactants needed to synthesize it. The reactants are: [Br:1][CH2:2][CH2:3][CH2:4][CH2:5][CH2:6][C:7](Cl)=[O:8].[NH2:10][C:11]1[CH:16]=[CH:15][CH:14]=[CH:13][CH:12]=1. (2) Given the product [CH2:1]([O:3][C:4](=[O:14])[NH:5][C:6]1[C:11]([C:16]#[C:15][Si:17]([CH3:20])([CH3:19])[CH3:18])=[CH:10][CH:9]=[C:8]([F:13])[N:7]=1)[CH3:2], predict the reactants needed to synthesize it. The reactants are: [CH2:1]([O:3][C:4](=[O:14])[NH:5][C:6]1[C:11](I)=[CH:10][CH:9]=[C:8]([F:13])[N:7]=1)[CH3:2].[C:15]([Si:17]([CH3:20])([CH3:19])[CH3:18])#[CH:16].C(N(CC)CC)C.C(OCC)(=O)C. (3) Given the product [O:1]=[CH:2][C@H:3]([C@H:5]([C@@H:7]([CH2:9][OH:10])[OH:8])[OH:6])[OH:4], predict the reactants needed to synthesize it. The reactants are: [OH:1][CH2:2][C:3]([C@H:5]([C@@H:7]([C@@H:9](CO)[OH:10])[OH:8])[OH:6])=[O:4].O=C[C@@H]([C@H]([C@@H]([C@@H](CO)O)O)O)O.O=C[C@@H]([C@H]([C@@H](CO)O)O)O.OCC([C@H]([C@@H](CO)O)O)=O. (4) Given the product [CH3:24][O:23][C:11]1[N:10]=[C:9]([N:6]2[CH2:7][CH2:8][CH:3]([CH2:2][NH:1][CH2:36][C:34]3[C:33]4[C:28](=[CH:29][CH:30]=[CH:31][CH:32]=4)[N:27]=[C:26]([CH3:25])[CH:35]=3)[CH2:4][CH2:5]2)[N:14]=[C:13](/[CH:15]=[C:16]2/[C:17](=[O:22])[NH:18][C:19](=[O:21])[S:20]/2)[CH:12]=1, predict the reactants needed to synthesize it. The reactants are: [NH2:1][CH2:2][CH:3]1[CH2:8][CH2:7][N:6]([C:9]2[N:14]=[C:13](/[CH:15]=[C:16]3/[C:17](=[O:22])[NH:18][C:19](=[O:21])[S:20]/3)[CH:12]=[C:11]([O:23][CH3:24])[N:10]=2)[CH2:5][CH2:4]1.[CH3:25][C:26]1[CH:35]=[C:34]([CH:36]=O)[C:33]2[C:28](=[CH:29][CH:30]=[CH:31][CH:32]=2)[N:27]=1. (5) Given the product [C:1]([O:5][C:6](=[O:11])[NH:7][CH2:8][CH2:9][NH:12][CH2:13][CH2:14][CH2:15][N:12]1[CH2:13][CH2:14][CH2:15][CH2:16]1)([CH3:4])([CH3:3])[CH3:2], predict the reactants needed to synthesize it. The reactants are: [C:1]([O:5][C:6](=[O:11])[NH:7][CH2:8][CH2:9]Br)([CH3:4])([CH3:3])[CH3:2].[N:12]1(NCCC)[CH2:16][CH2:15][CH2:14][CH2:13]1.[Na+].[I-].O. (6) Given the product [CH3:22][NH:21][C:19](=[O:20])[C@:18]([CH3:33])([N:17]([CH3:34])[C:15](=[O:16])[C:14]1[CH:35]=[CH:36][C:11]([C:10]#[C:9][C:6]2[CH:7]=[CH:8][C:3]([CH2:1][NH:41][CH:39]3[CH2:40][O:37][CH2:38]3)=[CH:4][CH:5]=2)=[CH:12][CH:13]=1)[C:23]([NH:25][O:26][CH:27]1[CH2:32][CH2:31][CH2:30][CH2:29][O:28]1)=[O:24], predict the reactants needed to synthesize it. The reactants are: [CH:1]([C:3]1[CH:8]=[CH:7][C:6]([C:9]#[C:10][C:11]2[CH:36]=[CH:35][C:14]([C:15]([N:17]([CH3:34])[C@:18]([CH3:33])([C:23]([NH:25][O:26][CH:27]3[CH2:32][CH2:31][CH2:30][CH2:29][O:28]3)=[O:24])[C:19]([NH:21][CH3:22])=[O:20])=[O:16])=[CH:13][CH:12]=2)=[CH:5][CH:4]=1)=O.[O:37]1[CH2:40][CH:39]([NH2:41])[CH2:38]1.